From a dataset of Full USPTO retrosynthesis dataset with 1.9M reactions from patents (1976-2016). Predict the reactants needed to synthesize the given product. (1) Given the product [O:1]=[C:2]([NH:22][C:23]1[CH:28]=[CH:27][C:26]([O:29][C:30]2[CH:35]=[CH:34][CH:33]=[CH:32][CH:31]=2)=[CH:25][CH:24]=1)[CH2:3][N:4]1[CH2:9][CH2:8][N:7]([C:10]([C:12]2[CH:13]=[CH:14][C:15]([C:16]([OH:18])=[O:17])=[CH:20][CH:21]=2)=[O:11])[CH2:6][CH2:5]1, predict the reactants needed to synthesize it. The reactants are: [O:1]=[C:2]([NH:22][C:23]1[CH:28]=[CH:27][C:26]([O:29][C:30]2[CH:35]=[CH:34][CH:33]=[CH:32][CH:31]=2)=[CH:25][CH:24]=1)[CH2:3][N:4]1[CH2:9][CH2:8][N:7]([C:10]([C:12]2[CH:21]=[CH:20][C:15]([C:16]([O:18]C)=[O:17])=[CH:14][CH:13]=2)=[O:11])[CH2:6][CH2:5]1.[OH-].[Li+]. (2) Given the product [CH3:18][C:17]([CH3:19])([CH3:20])[CH2:16][N:15]1[C:10]2[C:11](=[N:12][C:7]([CH:5]3[CH2:6][CH:1]4[CH2:24][CH2:23][CH:4]3[CH2:3][N:2]4[C:30]([C:27]3[CH:28]=[CH:29][O:25][N:26]=3)=[O:31])=[CH:8][CH:9]=2)[N:13]([CH3:22])[C:14]1=[O:21], predict the reactants needed to synthesize it. The reactants are: [CH:1]12[CH2:24][CH2:23][CH:4]([CH:5]([C:7]3[N:12]=[C:11]4[N:13]([CH3:22])[C:14](=[O:21])[N:15]([CH2:16][C:17]([CH3:20])([CH3:19])[CH3:18])[C:10]4=[CH:9][CH:8]=3)[CH2:6]1)[CH2:3][NH:2]2.[O:25]1[CH:29]=[CH:28][C:27]([C:30](O)=[O:31])=[N:26]1.CCN(C(C)C)C(C)C.CN(C(ON1N=NC2C=CC=NC1=2)=[N+](C)C)C.F[P-](F)(F)(F)(F)F. (3) Given the product [C:45]([OH:52])(=[O:51])/[CH:46]=[CH:47]\[C:48]([OH:50])=[O:49].[C:45]([OH:52])(=[O:51])/[CH:46]=[CH:47]\[C:48]([OH:50])=[O:49].[C:45]([OH:52])(=[O:51])/[CH:46]=[CH:47]\[C:48]([OH:50])=[O:49].[NH2:1][C:2]1[N:7]=[CH:6][N:5]=[C:4]2[N:8]([C@H:32]3[CH2:37][CH2:36][C@H:35]([N:38]4[CH2:43][CH2:42][N:41]([CH3:44])[CH2:40][CH2:39]4)[CH2:34][CH2:33]3)[N:9]=[C:10]([C:11]3[CH:16]=[CH:15][C:14]([NH:17][C:18](=[O:29])[CH2:19][C:20]([CH3:28])([C:22]4[CH:23]=[CH:24][CH:25]=[CH:26][CH:27]=4)[CH3:21])=[C:13]([O:30][CH3:31])[CH:12]=3)[C:3]=12, predict the reactants needed to synthesize it. The reactants are: [NH2:1][C:2]1[N:7]=[CH:6][N:5]=[C:4]2[N:8]([C@H:32]3[CH2:37][CH2:36][C@H:35]([N:38]4[CH2:43][CH2:42][N:41]([CH3:44])[CH2:40][CH2:39]4)[CH2:34][CH2:33]3)[N:9]=[C:10]([C:11]3[CH:16]=[CH:15][C:14]([NH:17][C:18](=[O:29])[CH2:19][C:20]([CH3:28])([C:22]4[CH:27]=[CH:26][CH:25]=[CH:24][CH:23]=4)[CH3:21])=[C:13]([O:30][CH3:31])[CH:12]=3)[C:3]=12.[C:45]([OH:52])(=[O:51])/[CH:46]=[CH:47]\[C:48]([OH:50])=[O:49]. (4) Given the product [Cl:18][C:6]1[N:7]=[C:8]([N:12]2[CH2:17][CH2:16][O:15][CH2:14][CH2:13]2)[C:9]2[N:10]=[CH:11][C:2]([C:24]3[CH:25]=[C:20]([CH:21]=[CH:22][CH:23]=3)[NH2:19])=[CH:3][C:4]=2[N:5]=1, predict the reactants needed to synthesize it. The reactants are: Br[C:2]1[CH:11]=[N:10][C:9]2[C:8]([N:12]3[CH2:17][CH2:16][O:15][CH2:14][CH2:13]3)=[N:7][C:6]([Cl:18])=[N:5][C:4]=2[CH:3]=1.[NH2:19][C:20]1[CH:21]=[C:22](B(O)O)[CH:23]=[CH:24][CH:25]=1.C(=O)([O-])[O-].[Na+].[Na+].C(O)C. (5) Given the product [CH2:1]([O:8][C:9]1[C:14]([F:15])=[C:13]([CH:12]=[CH:11][C:10]=1[N+:17]([O-:19])=[O:18])[O:30][C:27]1[CH:26]=[CH:25][C:24]([S:21]([CH3:20])(=[O:23])=[O:22])=[N:29][CH:28]=1)[C:2]1[CH:7]=[CH:6][CH:5]=[CH:4][CH:3]=1, predict the reactants needed to synthesize it. The reactants are: [CH2:1]([O:8][C:9]1[C:14]([F:15])=[C:13](F)[CH:12]=[CH:11][C:10]=1[N+:17]([O-:19])=[O:18])[C:2]1[CH:7]=[CH:6][CH:5]=[CH:4][CH:3]=1.[CH3:20][S:21]([C:24]1[N:29]=[CH:28][C:27]([OH:30])=[CH:26][CH:25]=1)(=[O:23])=[O:22].C(=O)([O-])[O-].[K+].[K+].